Dataset: Reaction yield outcomes from USPTO patents with 853,638 reactions. Task: Predict the reaction yield, written as a fraction of the theoretical maximum amount of product (1.0 means a 100% yield; for example, 0.34 means a 34% yield). (1) The reactants are [Cl:1][C:2]1[C:10]2[N:9]=[C:8]3[N:11]([C:15]4[CH:20]=[CH:19][C:18]([Cl:21])=[CH:17][C:16]=4[C:22]([F:25])([F:24])[F:23])[CH2:12][CH2:13][CH2:14][N:7]3[C:6]=2[C:5]([CH2:26][OH:27])=[CH:4][CH:3]=1.C(N(CC)CC)C.CS(C)=O. The catalyst is ClCCl.C(=O)([O-])O.[Na+]. The product is [Cl:1][C:2]1[CH:3]=[CH:4][C:5]([CH:26]=[O:27])=[C:6]2[C:10]=1[N:9]=[C:8]1[N:11]([C:15]3[CH:20]=[CH:19][C:18]([Cl:21])=[CH:17][C:16]=3[C:22]([F:24])([F:23])[F:25])[CH2:12][CH2:13][CH2:14][N:7]21. The yield is 0.800. (2) The reactants are [OH-].[Na+].C[O:4][C:5]([C:7]1([NH:13][C:14]([C:16]2[CH:21]=[CH:20][C:19]([CH2:22][N:23]([CH3:25])[CH3:24])=[CH:18][CH:17]=2)=[O:15])[CH2:12][CH2:11][CH2:10][CH2:9][CH2:8]1)=O.Cl.C(N(CC)CC)C.Cl.C(N=C=NCCCN(C)C)C. The catalyst is O1CCCC1.C(Cl)Cl. The product is [CH3:24][N:23]([CH2:22][C:19]1[CH:20]=[CH:21][C:16]([C:14]2[O:15][C:5](=[O:4])[C:7]3([CH2:12][CH2:11][CH2:10][CH2:9][CH2:8]3)[N:13]=2)=[CH:17][CH:18]=1)[CH3:25]. The yield is 0.800.